From a dataset of Catalyst prediction with 721,799 reactions and 888 catalyst types from USPTO. Predict which catalyst facilitates the given reaction. (1) Reactant: [Cl:1][C:2]1[C:7]([Cl:8])=[CH:6][CH:5]=[CH:4][C:3]=1[O:9][C@@H:10]1[CH2:13][C@H:12]([NH:14]C(=O)OC(C)(C)C)[CH2:11]1.Cl.C(OCC)C. Product: [ClH:1].[Cl:1][C:2]1[C:7]([Cl:8])=[CH:6][CH:5]=[CH:4][C:3]=1[O:9][C@@H:10]1[CH2:11][C@H:12]([NH2:14])[CH2:13]1. The catalyst class is: 12. (2) Reactant: CO[C:3](=[O:14])[C@H:4]([NH:6][CH2:7][C:8]1[CH:13]=[CH:12][CH:11]=[CH:10][CH:9]=1)[CH3:5].C(OC([NH:22][C@H:23]([C:25](O)=[O:26])[CH3:24])=O)(C)(C)C.C1CCC(N=C=NC2CCCCC2)CC1. Product: [CH2:7]([N:6]1[C@H:4]([CH3:5])[C:3](=[O:14])[NH:22][C@@H:23]([CH3:24])[C:25]1=[O:26])[C:8]1[CH:9]=[CH:10][CH:11]=[CH:12][CH:13]=1. The catalyst class is: 2. (3) Reactant: [F:1][CH:2]([F:13])[C:3](=[O:12])[C:4](=[N:10]O)[C:5]([O:7][CH2:8][CH3:9])=[O:6].CO.[ClH:16]. Product: [ClH:16].[NH2:10][CH:4]([C:3](=[O:12])[CH:2]([F:13])[F:1])[C:5]([O:7][CH2:8][CH3:9])=[O:6]. The catalyst class is: 45. (4) Reactant: [NH2:1][C:2]1[N:7]=[CH:6][N:5]=[C:4]2[N:8]([CH:12]([C:14]3[C:15]([O:27][CH2:28][CH3:29])=[C:16]([C:22]([CH3:26])=[C:23]([Cl:25])[CH:24]=3)[C:17]([NH:19][CH2:20][CH3:21])=[O:18])[CH3:13])[N:9]=[C:10](I)[C:3]=12.CC1(C)C(C)(C)OB([C:38]2[CH:39]=[N:40][NH:41][CH:42]=2)O1.C(=O)([O-])[O-].[Na+].[Na+].O. Product: [NH2:1][C:2]1[N:7]=[CH:6][N:5]=[C:4]2[N:8]([CH:12]([C:14]3[C:15]([O:27][CH2:28][CH3:29])=[C:16]([C:22]([CH3:26])=[C:23]([Cl:25])[CH:24]=3)[C:17]([NH:19][CH2:20][CH3:21])=[O:18])[CH3:13])[N:9]=[C:10]([C:38]3[CH:39]=[N:40][NH:41][CH:42]=3)[C:3]=12. The catalyst class is: 427. (5) Reactant: [N:1]([CH2:4][C:5]([NH:7][C:8]1[CH:9]=[N:10][C:11]([O:14][C:15]2[CH:16]=[C:17]3[C:22](=[CH:23][CH:24]=2)[O:21][CH:20]([C:25]2[CH:30]=[CH:29][CH:28]=[CH:27][CH:26]=2)[CH2:19][CH2:18]3)=[CH:12][CH:13]=1)=[O:6])=[N+]=[N-]. Product: [NH2:1][CH2:4][C:5]([NH:7][C:8]1[CH:9]=[N:10][C:11]([O:14][C:15]2[CH:16]=[C:17]3[C:22](=[CH:23][CH:24]=2)[O:21][CH:20]([C:25]2[CH:26]=[CH:27][CH:28]=[CH:29][CH:30]=2)[CH2:19][CH2:18]3)=[CH:12][CH:13]=1)=[O:6]. The catalyst class is: 19. (6) Reactant: [NH2:1][C:2]1[N:7]=[C:6]([O:8][C:9]2[CH:10]=[C:11]3[C:15](=[CH:16][CH:17]=2)[NH:14][CH:13]=[CH:12]3)[CH:5]=[CH:4][N:3]=1.[BH3-]C#N.[Na+].[OH-].[Na+]. Product: [NH2:1][C:2]1[N:7]=[C:6]([O:8][C:9]2[CH:10]=[C:11]3[C:15](=[CH:16][CH:17]=2)[NH:14][CH2:13][CH2:12]3)[CH:5]=[CH:4][N:3]=1. The catalyst class is: 15. (7) Reactant: [OH:1][C:2]1[CH:7]=[CH:6][C:5]([S:8][C:9]2[C:16]([C:17]#[N:18])=[C:15]([O:19][CH:20]([CH3:22])[CH3:21])[C:14]([O:23][CH:24]([CH3:26])[CH3:25])=[CH:13][C:10]=2[C:11]#[N:12])=[CH:4][CH:3]=1.C(N(CC)CC)C.[C:34]1(B(O)O)[CH:39]=[CH:38][CH:37]=[CH:36][CH:35]=1. Product: [CH:20]([O:19][C:15]1[C:14]([O:23][CH:24]([CH3:26])[CH3:25])=[CH:13][C:10]([C:11]#[N:12])=[C:9]([S:8][C:5]2[CH:6]=[CH:7][C:2]([O:1][C:34]3[CH:39]=[CH:38][CH:37]=[CH:36][CH:35]=3)=[CH:3][CH:4]=2)[C:16]=1[C:17]#[N:18])([CH3:21])[CH3:22]. The catalyst class is: 302.